From a dataset of Forward reaction prediction with 1.9M reactions from USPTO patents (1976-2016). Predict the product of the given reaction. (1) Given the reactants [Cl:1][C:2]1[C:3](=[O:18])[N:4]([CH2:9][C:10]2[CH:15]=[CH:14][C:13]([O:16][CH3:17])=[CH:12][CH:11]=2)[N:5]=[CH:6][C:7]=1Cl.[NH:19]1[CH2:24][CH2:23][O:22][CH2:21][CH2:20]1, predict the reaction product. The product is: [Cl:1][C:2]1[C:3](=[O:18])[N:4]([CH2:9][C:10]2[CH:15]=[CH:14][C:13]([O:16][CH3:17])=[CH:12][CH:11]=2)[N:5]=[CH:6][C:7]=1[N:19]1[CH2:24][CH2:23][O:22][CH2:21][CH2:20]1. (2) The product is: [C:34]([N:16]1[C:17]2[CH:24]=[CH:23][CH:22]=[CH:21][C:18]=2[CH2:19][N:20]2[C:11]([C:9]([NH:8][CH2:7][C:3]3[CH:2]=[N:1][CH:6]=[CH:5][CH:4]=3)=[O:10])=[CH:12][CH:13]=[C:14]2[CH2:15]1)(=[O:41])[C:35]1[CH:40]=[CH:39][CH:38]=[CH:37][CH:36]=1. Given the reactants [N:1]1[CH:6]=[CH:5][CH:4]=[C:3]([CH2:7][NH:8][C:9]([C:11]2[N:20]3[C:14]([CH2:15][NH:16][C:17]4[CH:24]=[CH:23][CH:22]=[CH:21][C:18]=4[CH2:19]3)=[CH:13][CH:12]=2)=[O:10])[CH:2]=1.C(N(CC)C(C)C)(C)C.[C:34](Cl)(=[O:41])[C:35]1[CH:40]=[CH:39][CH:38]=[CH:37][CH:36]=1, predict the reaction product. (3) Given the reactants [Cl:1][C:2]1[CH:7]=[C:6]([Cl:8])[CH:5]=[CH:4][C:3]=1[C:9]1[C:17]2[C:13](=[C:14]([NH2:19])[N:15]([CH3:18])[N:16]=2)[CH:12]=[CH:11][CH:10]=1.[CH3:20][O:21][CH:22](OC)OC, predict the reaction product. The product is: [CH3:20][O:21][CH:22]=[N:19][C:14]1[N:15]([CH3:18])[N:16]=[C:17]2[C:13]=1[CH:12]=[CH:11][CH:10]=[C:9]2[C:3]1[CH:4]=[CH:5][C:6]([Cl:8])=[CH:7][C:2]=1[Cl:1]. (4) The product is: [F:19][C:16]1[CH:17]=[CH:18][C:13]([S:10]([C:7]2[CH:8]=[CH:9][C:4]([NH2:1])=[CH:5][CH:6]=2)(=[O:12])=[O:11])=[CH:14][CH:15]=1. Given the reactants [N+:1]([C:4]1[CH:9]=[CH:8][C:7]([S:10]([C:13]2[CH:18]=[CH:17][C:16]([F:19])=[CH:15][CH:14]=2)(=[O:12])=[O:11])=[CH:6][CH:5]=1)([O-])=O, predict the reaction product. (5) Given the reactants [CH2:1]([O:8][C:9]([N:11]1[CH2:15][C:14](=[O:16])[N:13]=[C:12]1[NH2:17])=[O:10])[C:2]1[CH:7]=[CH:6][CH:5]=[CH:4][CH:3]=1.Br[CH2:19][C:20]1[C:21]([CH3:26])=[CH:22][CH:23]=[CH:24][CH:25]=1.C([O-])([O-])=O.[K+].[K+], predict the reaction product. The product is: [CH2:1]([O:8][C:9]([N:11]1[CH2:15][C:14](=[O:16])[N:13]=[C:12]1[NH:17][CH2:19][C:20]1[CH:25]=[CH:24][CH:23]=[CH:22][C:21]=1[CH3:26])=[O:10])[C:2]1[CH:7]=[CH:6][CH:5]=[CH:4][CH:3]=1. (6) Given the reactants I[C:2]1[C:10]2[C:5](=[CH:6][C:7]([C:11]#[N:12])=[CH:8][CH:9]=2)[NH:4][N:3]=1.[C:13]([O:17][C:18]([N:20]1[C:28]2[C:23](=[CH:24][C:25]([CH2:29][O:30][Si](C(C)(C)C)(C)C)=[CH:26][CH:27]=2)[CH:22]=[C:21]1B(O)O)=[O:19])([CH3:16])([CH3:15])[CH3:14].[Cl-].[Li+].C(=O)([O-])[O-].[Na+].[Na+].F.F.F.C(N(CC)CC)C, predict the reaction product. The product is: [C:11]([C:7]1[CH:6]=[C:5]2[C:10]([C:2]([C:21]3[N:20]([C:18]([O:17][C:13]([CH3:16])([CH3:15])[CH3:14])=[O:19])[C:28]4[C:23]([CH:22]=3)=[CH:24][C:25]([CH2:29][OH:30])=[CH:26][CH:27]=4)=[N:3][NH:4]2)=[CH:9][CH:8]=1)#[N:12]. (7) The product is: [OH:36][C@@H:34]([C@@:11]1([CH3:33])[C@H:12]([C:14]2[CH:19]=[CH:18][C:17]([O:20][CH3:21])=[C:16]([O:22][CH:23]3[CH2:24][N:25]([C:27]4[CH:32]=[CH:31][CH:30]=[CH:29][N:28]=4)[CH2:26]3)[CH:15]=2)[CH2:13][N:9]([C:7](=[O:8])[C@@H:5]([OH:6])[CH2:4][OH:3])[CH2:10]1)[CH3:35]. Given the reactants CC1(C)[O:6][C@H:5]([C:7]([N:9]2[CH2:13][C@@H:12]([C:14]3[CH:19]=[CH:18][C:17]([O:20][CH3:21])=[C:16]([O:22][CH:23]4[CH2:26][N:25]([C:27]5[CH:32]=[CH:31][CH:30]=[CH:29][N:28]=5)[CH2:24]4)[CH:15]=3)[C@@:11]([C@H:34]([OH:36])[CH3:35])([CH3:33])[CH2:10]2)=[O:8])[CH2:4][O:3]1.Cl, predict the reaction product.